Dataset: Forward reaction prediction with 1.9M reactions from USPTO patents (1976-2016). Task: Predict the product of the given reaction. (1) Given the reactants [CH2:1]([C:8]1[C:9]2[CH2:30][N:29](C(OC(C)(C)C)=O)[CH2:28][CH2:27][C:10]=2[N:11]=[C:12]([NH:14][C:15]2[CH:20]=[CH:19][C:18]([N:21]3[CH:25]=[CH:24][N:23]=[C:22]3[CH3:26])=[CH:17][CH:16]=2)[N:13]=1)[C:2]1[CH:7]=[CH:6][CH:5]=[CH:4][CH:3]=1.Cl, predict the reaction product. The product is: [CH2:1]([C:8]1[C:9]2[CH2:30][NH:29][CH2:28][CH2:27][C:10]=2[N:11]=[C:12]([NH:14][C:15]2[CH:16]=[CH:17][C:18]([N:21]3[CH:25]=[CH:24][N:23]=[C:22]3[CH3:26])=[CH:19][CH:20]=2)[N:13]=1)[C:2]1[CH:3]=[CH:4][CH:5]=[CH:6][CH:7]=1. (2) Given the reactants C([O-])([O-])=O.[K+].[K+].[CH3:7][O:8][C:9]1[CH:14]=[CH:13][C:12]([Br:15])=[CH:11][C:10]=1[SH:16].Br[CH2:18][C:19]1[CH:26]=[CH:25][CH:24]=[CH:23][C:20]=1[C:21]#[N:22], predict the reaction product. The product is: [Br:15][C:12]1[CH:13]=[CH:14][C:9]([O:8][CH3:7])=[C:10]([S:16][CH2:18][C:19]2[CH:26]=[CH:25][CH:24]=[CH:23][C:20]=2[C:21]#[N:22])[CH:11]=1. (3) Given the reactants Br[C:2]1[CH:3]=[C:4]([CH:17]=[CH:18][CH:19]=1)[CH2:5][C:6]1[C:15]2[CH2:14][CH2:13][CH2:12][CH2:11][C:10]=2[C:9](=[O:16])[NH:8][N:7]=1.[CH:20]([C:22]1[CH:23]=[C:24](B(O)O)[CH:25]=[CH:26][CH:27]=1)=[O:21].C(=O)([O-])[O-].[Na+].[Na+], predict the reaction product. The product is: [O:16]=[C:9]1[C:10]2[CH2:11][CH2:12][CH2:13][CH2:14][C:15]=2[C:6]([CH2:5][C:4]2[CH:3]=[C:2]([C:26]3[CH:25]=[CH:24][CH:23]=[C:22]([CH:20]=[O:21])[CH:27]=3)[CH:19]=[CH:18][CH:17]=2)=[N:7][NH:8]1. (4) Given the reactants Br[C:2]1[S:6][C:5]2=[N:7][CH:8]=[C:9](I)[N:4]2[N:3]=1.C([C:13]1[CH:14]=[C:15](B(O)O)[CH:16]=[CH:17][CH:18]=1)#N.[C:22]([O-:25])([O-])=O.[Na+].[Na+].CC1(C)C(C)(C)OB([C:36]2[CH:37]=[C:38]([C:43]([F:46])([F:45])[F:44])[C:39]([NH2:42])=[N:40][CH:41]=2)O1.C([O-])([O-])=O.[K+].[K+], predict the reaction product. The product is: [CH3:22][O:25][C:13]1[CH:14]=[CH:15][C:16]([C:2]2[S:6][C:5]3=[N:7][CH:8]=[C:9]([C:36]4[CH:37]=[C:38]([C:43]([F:46])([F:45])[F:44])[C:39]([NH2:42])=[N:40][CH:41]=4)[N:4]3[N:3]=2)=[CH:17][CH:18]=1. (5) Given the reactants B(Br)(Br)Br.C[O:6][C:7]1[CH:35]=[CH:34][C:10]([C:11]([NH:13][NH:14][C:15]([C:17]2[O:18][CH:19]=[C:20]([C:28]3[CH:33]=[CH:32][CH:31]=[CH:30][CH:29]=3)[C:21]=2[C:22]2[CH:27]=[CH:26][CH:25]=[CH:24][CH:23]=2)=[O:16])=[O:12])=[CH:9][C:8]=1[NH:36][S:37]([CH3:40])(=[O:39])=[O:38].[OH-].[Na+].Cl, predict the reaction product. The product is: [OH:6][C:7]1[CH:35]=[CH:34][C:10]([C:11]([NH:13][NH:14][C:15]([C:17]2[O:18][CH:19]=[C:20]([C:28]3[CH:33]=[CH:32][CH:31]=[CH:30][CH:29]=3)[C:21]=2[C:22]2[CH:23]=[CH:24][CH:25]=[CH:26][CH:27]=2)=[O:16])=[O:12])=[CH:9][C:8]=1[NH:36][S:37]([CH3:40])(=[O:39])=[O:38].